This data is from Catalyst prediction with 721,799 reactions and 888 catalyst types from USPTO. The task is: Predict which catalyst facilitates the given reaction. (1) Reactant: [NH2:1][C:2]1[C:7]([C:8]2[CH:9]=[C:10]([CH:15]=[C:16]([OH:18])[CH:17]=2)[C:11]([O:13]C)=[O:12])=[C:6]([NH:19][C@H:20]([C:22]2[N:27]([C:28]3[CH:33]=[CH:32][CH:31]=[CH:30][CH:29]=3)[C:26](=[O:34])[C:25]3=[C:35]([CH3:38])[CH:36]=[CH:37][N:24]3[N:23]=2)[CH3:21])[N:5]=[CH:4][N:3]=1.[OH-].[Li+]. Product: [NH2:1][C:2]1[C:7]([C:8]2[CH:9]=[C:10]([CH:15]=[C:16]([OH:18])[CH:17]=2)[C:11]([OH:13])=[O:12])=[C:6]([NH:19][C@H:20]([C:22]2[N:27]([C:28]3[CH:33]=[CH:32][CH:31]=[CH:30][CH:29]=3)[C:26](=[O:34])[C:25]3=[C:35]([CH3:38])[CH:36]=[CH:37][N:24]3[N:23]=2)[CH3:21])[N:5]=[CH:4][N:3]=1. The catalyst class is: 30. (2) Reactant: FC(F)(F)S(O[C:7]1[CH:12]=[C:11]([CH3:13])[N:10]([CH2:14][C:15]2[CH:16]=[N:17][CH:18]=[CH:19][CH:20]=2)[C:9](=[O:21])[C:8]=1[Br:22])(=O)=O.CCN(C(C)C)C(C)C.[F:34][C:35]1[CH:40]=[CH:39][C:38]([C:41]#[CH:42])=[CH:37][CH:36]=1. Product: [Br:22][C:8]1[C:9](=[O:21])[N:10]([CH2:14][C:15]2[CH:16]=[N:17][CH:18]=[CH:19][CH:20]=2)[C:11]([CH3:13])=[CH:12][C:7]=1[CH2:42][CH2:41][C:38]1[CH:39]=[CH:40][C:35]([F:34])=[CH:36][CH:37]=1. The catalyst class is: 233. (3) Product: [O:54]1[C:55]2[CH:56]=[CH:42][CH:41]=[CH:40][C:39]=2[N:38]=[C:51]1[O:22][C:19]1[CH:18]=[CH:17][C:16]([O:15][CH2:14][CH2:13][N:8]2[CH2:9][CH2:10][CH2:11][CH2:12][CH:7]2[CH2:6][OH:5])=[CH:21][CH:20]=1. The catalyst class is: 45. Reactant: CC(C)=O.[OH:5][CH2:6][CH:7]1[CH2:12][CH2:11][CH2:10][CH2:9][N:8]1[CH2:13][CH2:14][O:15][C:16]1[CH:21]=[CH:20][C:19]([OH:22])=[CH:18][CH:17]=1.C(OC1C=CC(OCC[N:38]2C[CH2:42][CH2:41][CH2:40][CH:39]2CO)=CC=1)C1C=CC=CC=1.C(O)C.[C:51]([O:54][CH2:55][CH3:56])(=O)C. (4) Reactant: [Cl:1][C:2]1[CH:7]=[CH:6][C:5]([C:8]2[CH:12]=[C:11]([C:13]3[CH:22]=[CH:21][C:16]([C:17]([O:19]C)=[O:18])=[CH:15][CH:14]=3)[O:10][N:9]=2)=[CH:4][CH:3]=1.Cl.C(O)(=O)C. Product: [Cl:1][C:2]1[CH:3]=[CH:4][C:5]([C:8]2[CH:12]=[C:11]([C:13]3[CH:22]=[CH:21][C:16]([C:17]([OH:19])=[O:18])=[CH:15][CH:14]=3)[O:10][N:9]=2)=[CH:6][CH:7]=1. The catalyst class is: 6. (5) Reactant: [OH:1][CH2:2][C:3]1[CH:8]=[CH:7][C:6]([C:9]2[C:10]([C:15]#[N:16])=[CH:11][CH:12]=[CH:13][CH:14]=2)=[CH:5][CH:4]=1.C([Al](CC)CC)C.[N-:24]=[N+:25]=[N-:26].C([Al+]CC(C)C)C(C)C.Cl.N([O-])=O.[Na+]. Product: [OH:1][CH2:2][C:3]1[CH:4]=[CH:5][C:6]([C:9]2[CH:14]=[CH:13][CH:12]=[CH:11][C:10]=2[C:15]2[NH:26][N:25]=[N:24][N:16]=2)=[CH:7][CH:8]=1. The catalyst class is: 480. (6) Reactant: [NH2:1][C:2]1[CH:7]=[CH:6][C:5]([OH:8])=[CH:4][CH:3]=1.CC([O-])(C)C.[K+].Cl[C:16]1[C:25]2[C:20](=[CH:21][C:22]([O:28][CH3:29])=[C:23]([O:26][CH3:27])[CH:24]=2)[N:19]=[CH:18]C=1.C[N:31](C=O)C. Product: [CH3:27][O:26][C:23]1[CH:24]=[C:25]2[C:20](=[CH:21][C:22]=1[O:28][CH3:29])[N:19]=[CH:18][N:31]=[C:16]2[O:8][C:5]1[CH:6]=[CH:7][C:2]([NH2:1])=[CH:3][CH:4]=1. The catalyst class is: 13. (7) Reactant: [C:1]1([C@H:7]([NH:9][C:10]2[CH:15]=[C:14]([C:16]3[CH:25]=[CH:24][CH:23]=[C:22]4[C:17]=3[CH:18]=[CH:19][CH:20]=[N:21]4)[N:13]=[CH:12][C:11]=2[NH2:26])[CH3:8])[CH:6]=[CH:5][CH:4]=[CH:3][CH:2]=1.N[C:28](N)=[O:29].O. Product: [C:1]1([C@H:7]([N:9]2[C:10]3[CH:15]=[C:14]([C:16]4[CH:25]=[CH:24][CH:23]=[C:22]5[C:17]=4[CH:18]=[CH:19][CH:20]=[N:21]5)[N:13]=[CH:12][C:11]=3[NH:26][C:28]2=[O:29])[CH3:8])[CH:2]=[CH:3][CH:4]=[CH:5][CH:6]=1. The catalyst class is: 60.